Predict which catalyst facilitates the given reaction. From a dataset of Catalyst prediction with 721,799 reactions and 888 catalyst types from USPTO. (1) Reactant: [CH3:1][O:2][C:3]1[CH:11]=[C:10]2[C:6]([C:7]([CH2:25][C:26]3[CH:31]=[CH:30][CH:29]=[C:28]([C:32]#[C:33][C:34]([O:36][CH3:37])=[O:35])[N:27]=3)=[C:8]([C:19]3[CH:24]=[CH:23][CH:22]=[CH:21][CH:20]=3)[N:9]2C(OC(C)(C)C)=O)=[CH:5][CH:4]=1.FC(F)(F)C(O)=O. Product: [CH3:1][O:2][C:3]1[CH:11]=[C:10]2[C:6]([C:7]([CH2:25][C:26]3[N:27]=[C:28]([C:32]#[C:33][C:34]([O:36][CH3:37])=[O:35])[CH:29]=[CH:30][CH:31]=3)=[C:8]([C:19]3[CH:20]=[CH:21][CH:22]=[CH:23][CH:24]=3)[NH:9]2)=[CH:5][CH:4]=1. The catalyst class is: 4. (2) Reactant: [CH:1]1[CH:2]=[CH:3][C:4]2[S:9][N:8]=[C:7]([N:10]3[CH2:15][CH2:14][N:13]([CH2:16][C@H:17]4[C@H:22]([CH2:23][N:24]5[C:34](=[O:35])[C@H:33]6[C@H:27]([C@H:28]7[CH2:32][C@@H:31]6[CH2:30][CH2:29]7)[C:25]5=[O:26])[CH2:21][CH2:20][CH2:19][CH2:18]4)[CH2:12][CH2:11]3)[C:5]=2[CH:6]=1.[ClH:36].C([O:39]C(=O)C)C. Product: [OH2:26].[OH2:39].[ClH:36].[ClH:36].[S:9]1[C:4]2[CH:3]=[CH:2][CH:1]=[CH:6][C:5]=2[C:7]([N:10]2[CH2:11][CH2:12][N:13]([CH2:16][C@@H:17]3[CH2:18][CH2:19][CH2:20][CH2:21][C@H:22]3[CH2:23][N:24]3[C:25](=[O:26])[C@H:27]4[C@H:33]([C@H:31]5[CH2:32][C@@H:28]4[CH2:29][CH2:30]5)[C:34]3=[O:35])[CH2:14][CH2:15]2)=[N:8]1. The catalyst class is: 21. (3) Reactant: [Cl:1][C:2]1[CH:7]=[C:6]([C:8]([OH:10])=[O:9])[C:5]([N+:11]([O-:13])=[O:12])=[CH:4][N:3]=1.[N+](=[CH2:16])=[N-].C(OCC)C. Product: [Cl:1][C:2]1[CH:7]=[C:6]([C:8]([O:10][CH3:16])=[O:9])[C:5]([N+:11]([O-:13])=[O:12])=[CH:4][N:3]=1. The catalyst class is: 13. (4) Reactant: [Cl:1][C:2]1[CH:9]=[C:6]([CH:7]=[O:8])[C:5]([OH:10])=[CH:4][CH:3]=1.[I:11]N1C(=O)CCC1=O.IC1C=C(Br)C=C(C=O)C=1O.BrC1C=C(C=O)C(O)=CC=1.[I-].[K+].CC1C=CC(S(NCl)(=O)=O)=CC=1. Product: [I:11][C:4]1[CH:3]=[C:2]([Cl:1])[CH:9]=[C:6]([CH:7]=[O:8])[C:5]=1[OH:10]. The catalyst class is: 618.